Predict the reaction yield, written as a fraction of the theoretical maximum amount of product (1.0 means a 100% yield; for example, 0.34 means a 34% yield). From a dataset of Reaction yield outcomes from USPTO patents with 853,638 reactions. (1) The reactants are [OH:1][CH:2]([CH3:6])[C:3]([NH2:5])=O.[CH3:7]OC(OC)N(C)C.[CH3:15][O:16][C:17]([C:19]1[CH:20]=[C:21]([C:27]2[CH:32]=[CH:31][C:30]([CH3:33])=[CH:29][CH:28]=2)[CH:22]=[C:23]([NH:25][NH2:26])[CH:24]=1)=[O:18]. The catalyst is COCCOC.CC(O)=O. The product is [CH3:15][O:16][C:17]([C:19]1[CH:20]=[C:21]([C:27]2[CH:32]=[CH:31][C:30]([CH3:33])=[CH:29][CH:28]=2)[CH:22]=[C:23]([N:25]2[C:3]([CH:2]([OH:1])[CH3:6])=[N:5][CH:7]=[N:26]2)[CH:24]=1)=[O:18]. The yield is 0.298. (2) The reactants are Cl[C:2]1[N:3]=[C:4]([N:16]2[CH2:21][CH2:20][O:19][CH2:18][CH2:17]2)[C:5]2[S:10][CH:9]=[C:8]([C:11]3[S:12][CH:13]=[CH:14][CH:15]=3)[C:6]=2[N:7]=1.CC1(C)C(C)(C)OB([C:30]2[CH:31]=[N:32][C:33]([NH2:36])=[N:34][CH:35]=2)O1. No catalyst specified. The product is [O:19]1[CH2:20][CH2:21][N:16]([C:4]2[C:5]3[S:10][CH:9]=[C:8]([C:11]4[S:12][CH:13]=[CH:14][CH:15]=4)[C:6]=3[N:7]=[C:2]([C:30]3[CH:31]=[N:32][C:33]([NH2:36])=[N:34][CH:35]=3)[N:3]=2)[CH2:17][CH2:18]1. The yield is 0.0100. (3) The reactants are [Br:1][C:2]1[CH:7]=[C:6]([N:8]2[CH2:13][CH2:12][O:11][CH2:10][CH2:9]2)[CH:5]=[C:4]([C:14]([F:17])([F:16])[F:15])[C:3]=1[NH2:18].[F:19][C:20]1[CH:25]=[CH:24][C:23]([CH2:26][C:27](Cl)=[O:28])=[CH:22][CH:21]=1.O. The catalyst is C(#N)C. The product is [Br:1][C:2]1[CH:7]=[C:6]([N:8]2[CH2:13][CH2:12][O:11][CH2:10][CH2:9]2)[CH:5]=[C:4]([C:14]([F:15])([F:16])[F:17])[C:3]=1[NH:18][C:27](=[O:28])[CH2:26][C:23]1[CH:24]=[CH:25][C:20]([F:19])=[CH:21][CH:22]=1. The yield is 0.0900.